Task: Predict which catalyst facilitates the given reaction.. Dataset: Catalyst prediction with 721,799 reactions and 888 catalyst types from USPTO (1) Product: [CH3:1][O:2][C:3]1[CH:4]=[C:5]([CH:14]([CH3:18])[C:15]([NH:54][CH2:53][C:52]2[C:47]([N:44]3[CH2:45][CH2:46][CH:41]([CH3:40])[CH2:42][CH2:43]3)=[N:48][C:49]([C:55]([F:58])([F:56])[F:57])=[CH:50][CH:51]=2)=[O:17])[CH:6]=[N:7][C:8]=1[NH:9][S:10]([CH3:13])(=[O:11])=[O:12]. The catalyst class is: 9. Reactant: [CH3:1][O:2][C:3]1[CH:4]=[C:5]([CH:14]([CH3:18])[C:15]([OH:17])=O)[CH:6]=[N:7][C:8]=1[NH:9][S:10]([CH3:13])(=[O:12])=[O:11].C(N=C=NCCCN(C)C)C.ON1C2C=CC=CC=2N=N1.[CH3:40][CH:41]1[CH2:46][CH2:45][N:44]([C:47]2[C:52]([CH2:53][NH2:54])=[CH:51][CH:50]=[C:49]([C:55]([F:58])([F:57])[F:56])[N:48]=2)[CH2:43][CH2:42]1. (2) Reactant: C(OC([N:11]1[CH2:16][N:15]([C:17]2[CH:22]=[CH:21][C:20]([Cl:23])=[CH:19][CH:18]=2)[C:14](=[O:24])[N:13]([C:25](=[O:34])[C:26]2[C:31]([F:32])=[CH:30][CH:29]=[CH:28][C:27]=2[F:33])[CH2:12]1)=O)C1C=CC=CC=1. Product: [Cl:23][C:20]1[CH:21]=[CH:22][C:17]([N:15]2[CH2:16][NH:11][CH2:12][N:13]([C:25](=[O:34])[C:26]3[C:31]([F:32])=[CH:30][CH:29]=[CH:28][C:27]=3[F:33])[C:14]2=[O:24])=[CH:18][CH:19]=1. The catalyst class is: 349. (3) Reactant: [C:1]([C:3]1[CH:8]=[CH:7][C:6]([N:9]2[C:13]([C:14]3[C:15](=[O:33])[N:16]([CH3:32])[C:17](=[O:31])[N:18]([C:21]4[CH:26]=[CH:25][CH:24]=[C:23]([C:27]([F:30])([F:29])[F:28])[CH:22]=4)[C:19]=3[CH3:20])=[C:12]([C:34]([OH:36])=[O:35])[CH:11]=[N:10]2)=[CH:5][CH:4]=1)#[N:2].[CH3:37][N:38]([CH3:44])[CH2:39][CH2:40][CH2:41][CH2:42]O.ON1C2N=CC=CC=2N=N1.Cl.C(N=C=NCCCN(C)C)C.C(=O)([O-])O.[Na+]. Product: [C:1]([C:3]1[CH:4]=[CH:5][C:6]([N:9]2[C:13]([C:14]3[C:15](=[O:33])[N:16]([CH3:32])[C:17](=[O:31])[N:18]([C:21]4[CH:26]=[CH:25][CH:24]=[C:23]([C:27]([F:30])([F:28])[F:29])[CH:22]=4)[C:19]=3[CH3:20])=[C:12]([C:34]([O:36][CH2:42][CH2:41][CH2:40][CH2:39][N:38]([CH3:44])[CH3:37])=[O:35])[CH:11]=[N:10]2)=[CH:7][CH:8]=1)#[N:2]. The catalyst class is: 115. (4) Reactant: [CH2:1]([N:8]1[CH2:15][CH2:14][CH:13]=[CH:12][CH2:11][C@H:10]([NH:16]C(=O)OC(C)(C)C)[C:9]1=[O:24])[C:2]1[CH:7]=[CH:6][CH:5]=[CH:4][CH:3]=1.C(O)(C(F)(F)F)=O. Product: [NH2:16][C@H:10]1[CH2:11][CH:12]=[CH:13][CH2:14][CH2:15][N:8]([CH2:1][C:2]2[CH:7]=[CH:6][CH:5]=[CH:4][CH:3]=2)[C:9]1=[O:24]. The catalyst class is: 2. (5) Reactant: [C:1]1([N:7]2[CH2:13][CH2:12][CH2:11][CH2:10][CH2:9][C:8]2=[O:14])[CH:6]=[CH:5][CH:4]=[CH:3][CH:2]=1.[Li+].CC([N-]C(C)C)C.[CH2:23]([O:25]C=O)C.Cl[CH:29]1[CH:33]=[C:32]([CH3:34])[C:31](=[O:35])[O:30]1. Product: [CH3:34][C:32]1[C:31](=[O:35])[O:30][CH:29]([O:25]/[CH:23]=[C:9]2/[C:8](=[O:14])[N:7]([C:1]3[CH:2]=[CH:3][CH:4]=[CH:5][CH:6]=3)[CH2:13][CH2:12][CH2:11][CH2:10]/2)[CH:33]=1. The catalyst class is: 355.